This data is from Full USPTO retrosynthesis dataset with 1.9M reactions from patents (1976-2016). The task is: Predict the reactants needed to synthesize the given product. (1) Given the product [OH:18][CH2:2][CH2:3][CH2:4][CH2:5][CH2:6][CH2:7][CH2:8][C:9]([C:11]1[CH:16]=[CH:15][C:14]([Cl:17])=[CH:13][CH:12]=1)=[O:10], predict the reactants needed to synthesize it. The reactants are: Br[CH2:2][CH2:3][CH2:4][CH2:5][CH2:6][CH2:7][CH2:8][C:9]([C:11]1[CH:16]=[CH:15][C:14]([Cl:17])=[CH:13][CH:12]=1)=[O:10].[OH-:18].[Na+]. (2) Given the product [ClH:28].[NH:19]1[CH2:18][CH:17]([O:16][CH2:15][CH:12]2[CH2:13][CH2:14][N:9]([C:6]3[N:5]=[CH:4][C:3]([CH2:1][CH3:2])=[CH:8][N:7]=3)[CH2:10][CH2:11]2)[CH2:20]1, predict the reactants needed to synthesize it. The reactants are: [CH2:1]([C:3]1[CH:4]=[N:5][C:6]([N:9]2[CH2:14][CH2:13][CH:12]([CH2:15][O:16][CH:17]3[CH2:20][N:19](C(OC(C)(C)C)=O)[CH2:18]3)[CH2:11][CH2:10]2)=[N:7][CH:8]=1)[CH3:2].[ClH:28]. (3) Given the product [Br:1][C:2]1[CH:12]=[CH:11][C:5]2[O:6][C:7]3[C:8](=[O:9])[NH:10][C:16]([CH2:17][NH:27][CH2:21][C:22]4[O:26][CH:25]=[CH:24][CH:23]=4)=[N:14][C:13]=3[C:4]=2[CH:3]=1, predict the reactants needed to synthesize it. The reactants are: [Br:1][C:2]1[CH:12]=[CH:11][C:5]([O:6][CH2:7][C:8]([NH2:10])=[O:9])=[C:4]([C:13]#[N:14])[CH:3]=1.N1CCC[CH2:17][CH2:16]1.[CH2:21]([NH2:27])[C:22]1[O:26][CH:25]=[CH:24][CH:23]=1. (4) Given the product [Br:2][C:3]1[CH:8]=[CH:7][C:6]([F:9])=[CH:5][C:4]=1[NH:10]/[N:11]=[CH:15]/[NH:16][C:17](=[O:19])[CH3:18], predict the reactants needed to synthesize it. The reactants are: Cl.[Br:2][C:3]1[CH:8]=[CH:7][C:6]([F:9])=[CH:5][C:4]=1[NH:10][NH2:11].CN([CH:15]=[N:16][C:17](=[O:19])[CH3:18])C.CCOCC. (5) Given the product [F:1][C:2]1[CH:3]=[CH:4][C:5]([CH3:19])=[C:6]([C:8]([CH3:18])([CH3:17])[CH2:9][C:10]([OH:11])([C:13]([F:16])([F:15])[F:14])[CH2:12][N:24]2[CH:25]=[CH:26][C:27](=[O:29])[C:28]3[S:20][CH:21]=[CH:22][C:23]2=3)[CH:7]=1, predict the reactants needed to synthesize it. The reactants are: [F:1][C:2]1[CH:3]=[CH:4][C:5]([CH3:19])=[C:6]([C:8]([CH3:18])([CH3:17])[CH2:9][C:10]2([C:13]([F:16])([F:15])[F:14])[CH2:12][O:11]2)[CH:7]=1.[S:20]1[C:28]2[C:23](=[N:24][CH:25]=[CH:26][C:27]=2[OH:29])[CH:22]=[CH:21]1.[O-]CC.[Na+]. (6) Given the product [F:22][C:23]([F:28])([F:27])[C:24]([OH:26])=[O:25].[CH:29]1([O:33][C:34]2[CH:39]=[CH:38][N:37]=[C:36]([CH2:40][C:41]([NH:43][C:18]3[N:17]=[N:16][C:15]([CH2:14][CH2:13][CH:2]([F:1])[CH2:3][N:4]4[CH:8]=[C:7]([C:9]([NH:11][CH3:12])=[O:10])[N:6]=[N:5]4)=[CH:20][CH:19]=3)=[O:42])[CH:35]=2)[CH2:30][CH2:31][CH2:32]1, predict the reactants needed to synthesize it. The reactants are: [F:1][CH:2]([CH2:13][CH2:14][C:15]1[N:16]=[N:17][C:18](I)=[CH:19][CH:20]=1)[CH2:3][N:4]1[CH:8]=[C:7]([C:9]([NH:11][CH3:12])=[O:10])[N:6]=[N:5]1.[F:22][C:23]([F:28])([F:27])[C:24]([OH:26])=[O:25].[CH:29]1([O:33][C:34]2[CH:39]=[CH:38][N:37]=[C:36]([CH2:40][C:41]([NH2:43])=[O:42])[CH:35]=2)[CH2:32][CH2:31][CH2:30]1.CC1(C)C2C(=C(P(C3C=CC=CC=3)C3C=CC=CC=3)C=CC=2)OC2C(P(C3C=CC=CC=3)C3C=CC=CC=3)=CC=CC1=2.C([O-])([O-])=O.[Cs+].[Cs+]. (7) Given the product [CH3:13][C:14]1[CH:19]=[C:18]([CH3:20])[CH:17]=[C:16]([CH3:21])[C:15]=1[C:2]1[CH:3]=[C:4]2[C:9](=[CH:10][CH:11]=1)[N:8]=[CH:7][NH:6][C:5]2=[O:12], predict the reactants needed to synthesize it. The reactants are: Br[C:2]1[CH:3]=[C:4]2[C:9](=[CH:10][CH:11]=1)[N:8]=[CH:7][NH:6][C:5]2=[O:12].[CH3:13][C:14]1[CH:19]=[C:18]([CH3:20])[CH:17]=[C:16]([CH3:21])[C:15]=1B(O)O.C(=O)([O-])[O-].[K+].[K+].C1(P(C2C=CC=CC=2)C2C=CC=CC=2)C=CC=CC=1.C(=O)(O)[O-].